From a dataset of Full USPTO retrosynthesis dataset with 1.9M reactions from patents (1976-2016). Predict the reactants needed to synthesize the given product. Given the product [C:1]([N:62]1[CH2:63][CH2:64][CH:59]([N:43]2[CH2:44][CH2:45][CH:46]([N:49]3[C@H:53]4[CH2:54][CH2:55][CH2:56][CH2:57][C@H:52]4[NH:51][C:50]3=[O:58])[CH2:47][CH2:48]2)[CH2:60][CH2:61]1)(=[O:9])[C:2]1[CH:3]=[CH:4][CH:5]=[CH:6][CH:7]=1, predict the reactants needed to synthesize it. The reactants are: [C:1]([OH:9])(=O)[C:2]1[CH:7]=[CH:6][CH:5]=[CH:4][CH:3]=1.CN(C(ON1N=NC2C=CC=NC1=2)=[N+](C)C)C.F[P-](F)(F)(F)(F)F.C(N(C(C)C)CC)(C)C.[N:43]1([CH:59]2[CH2:64][CH2:63][NH:62][CH2:61][CH2:60]2)[CH2:48][CH2:47][CH:46]([N:49]2[C@H:53]3[CH2:54][CH2:55][CH2:56][CH2:57][C@H:52]3[NH:51][C:50]2=[O:58])[CH2:45][CH2:44]1.